Predict the reactants needed to synthesize the given product. From a dataset of Retrosynthesis with 50K atom-mapped reactions and 10 reaction types from USPTO. (1) Given the product CCCNc1cc(Oc2ccc(NS(=O)(=O)c3ccc(C)cc3)c(C(=O)OC)c2)ccc1N, predict the reactants needed to synthesize it. The reactants are: CCCNc1cc(Oc2ccc(NS(=O)(=O)c3ccc(C)cc3)c(C(=O)OC)c2)ccc1[N+](=O)[O-]. (2) Given the product CCOC(=O)c1cc(-c2ccnn2C)cc(-c2cccc(C#C[C@]3(O)CCN(C)C3=O)c2)n1, predict the reactants needed to synthesize it. The reactants are: CCOC(=O)c1cc(Cl)cc(-c2cccc(C#C[C@]3(O)CCN(C)C3=O)c2)n1.Cn1nccc1B(O)O. (3) Given the product COc1cc(-c2nc([C@H]3CC[C@H](N4CCN(C)CC4)CC3)n3ccnc(C)c23)ccc1NC(=O)c1cc2ccsc2n1C, predict the reactants needed to synthesize it. The reactants are: COc1cc(B2OC(C)(C)C(C)(C)O2)ccc1NC(=O)c1cc2ccsc2n1C.Cc1nccn2c1c(Br)nc2[C@H]1CC[C@H](N2CCN(C)CC2)CC1. (4) Given the product CC[C@H](CO)NCCCS(=O)(=O)N1CCC(Nc2ncc(C(=O)c3cc(F)ccc3OC)c(N)n2)CC1, predict the reactants needed to synthesize it. The reactants are: CC[C@@H](N)CO.COc1ccc(F)cc1C(=O)c1cnc(NC2CCN(S(=O)(=O)CCCCl)CC2)nc1N. (5) Given the product CC(C)Oc1ccccc1[N+](=O)[O-], predict the reactants needed to synthesize it. The reactants are: CC(C)OC(=O)/N=N/C(=O)OC(C)C.O=[N+]([O-])c1ccccc1O. (6) Given the product CC(C)(C)[C@H]1NC(=O)[C@H]1OCc1ccccc1, predict the reactants needed to synthesize it. The reactants are: COc1ccc(CN2C(=O)[C@@H](OCc3ccccc3)[C@H]2C(C)(C)C)cc1. (7) Given the product O=C(O)C1(C(=O)Nc2ccc(F)cc2)CCC1, predict the reactants needed to synthesize it. The reactants are: Nc1ccc(F)cc1.O=C(O)C1(C(=O)O)CCC1. (8) Given the product O=S1(=O)N(CC[C@H]2CO2)Cc2ccccc2N1c1ccccc1F, predict the reactants needed to synthesize it. The reactants are: BrCC[C@H]1CO1.O=S1(=O)NCc2ccccc2N1c1ccccc1F. (9) Given the product CCOC(=O)C1=C(C)NC(CO)=C(C(=O)OCC)C1c1ccccc1/C=C/C(=O)OC(C)(C)C, predict the reactants needed to synthesize it. The reactants are: CCOC(=O)C1=C(C)NC(C=O)=C(C(=O)OCC)C1c1ccccc1/C=C/C(=O)OC(C)(C)C.